Dataset: Peptide-MHC class I binding affinity with 185,985 pairs from IEDB/IMGT. Task: Regression. Given a peptide amino acid sequence and an MHC pseudo amino acid sequence, predict their binding affinity value. This is MHC class I binding data. (1) The peptide sequence is RYPLTFGW. The MHC is HLA-B27:05 with pseudo-sequence HLA-B27:05. The binding affinity (normalized) is 0. (2) The peptide sequence is KVFSFWLLCK. The MHC is HLA-A33:01 with pseudo-sequence HLA-A33:01. The binding affinity (normalized) is 0.375. (3) The peptide sequence is NICQGDTIV. The MHC is HLA-A02:02 with pseudo-sequence HLA-A02:02. The binding affinity (normalized) is 0.377. (4) The binding affinity (normalized) is 0.273. The MHC is HLA-A01:01 with pseudo-sequence HLA-A01:01. The peptide sequence is FWNCNVDRY. (5) The binding affinity (normalized) is 0.350. The MHC is Patr-B0101 with pseudo-sequence Patr-B0101. The peptide sequence is SAAFYHLPL. (6) The peptide sequence is PIPVGDIYK. The MHC is HLA-A29:02 with pseudo-sequence HLA-A29:02. The binding affinity (normalized) is 0.0847. (7) The peptide sequence is EFTSFFYRY. The MHC is HLA-A02:01 with pseudo-sequence HLA-A02:01. The binding affinity (normalized) is 0.0847. (8) The peptide sequence is TLYDRYLIK. The MHC is HLA-A03:01 with pseudo-sequence HLA-A03:01. The binding affinity (normalized) is 0.778. (9) The peptide sequence is TRMMETQT. The MHC is HLA-B27:05 with pseudo-sequence HLA-B27:05. The binding affinity (normalized) is 0.168. (10) The peptide sequence is ALCTLLHLHR. The MHC is HLA-A31:01 with pseudo-sequence HLA-A31:01. The binding affinity (normalized) is 0.637.